Dataset: Full USPTO retrosynthesis dataset with 1.9M reactions from patents (1976-2016). Task: Predict the reactants needed to synthesize the given product. (1) Given the product [Br:8][CH:9]([CH2:13][CH2:14][CH2:15][CH3:16])[C:10]([O-:12])=[O:11].[Na+:7], predict the reactants needed to synthesize it. The reactants are: ClC(C)C([O-])=O.[Na+:7].[Br:8][CH:9]([CH2:13][CH2:14][CH2:15][CH3:16])[C:10]([O-:12])=[O:11]. (2) Given the product [F:29][C:6]([F:5])([F:28])[C:7]([NH:9][C:10]1[CH:11]=[C:12]([F:27])[C:13]([CH:16]2[CH2:20][CH2:19][CH2:18][N:17]2[C:21](=[O:26])[C:22]([F:23])([F:24])[F:25])=[CH:14][C:15]=1[N+:1]([O-:4])=[O:2])=[O:8], predict the reactants needed to synthesize it. The reactants are: [N+:1]([O-:4])(O)=[O:2].[F:5][C:6]([F:29])([F:28])[C:7]([NH:9][C:10]1[CH:15]=[CH:14][C:13]([CH:16]2[CH2:20][CH2:19][CH2:18][N:17]2[C:21](=[O:26])[C:22]([F:25])([F:24])[F:23])=[C:12]([F:27])[CH:11]=1)=[O:8]. (3) Given the product [C:3]1([C:29]2[CH:34]=[CH:33][CH:32]=[CH:31][CH:30]=2)[CH:4]=[CH:5][C:6]([NH:9][C:10](=[O:28])[CH2:11][C:17]2[S:18][C:19]([S:23]([NH:26][CH3:27])(=[O:25])=[O:24])=[C:20]([CH3:22])[N:21]=2)=[CH:7][CH:8]=1, predict the reactants needed to synthesize it. The reactants are: [OH-].[Li+].[C:3]1([C:29]2[CH:34]=[CH:33][CH:32]=[CH:31][CH:30]=2)[CH:8]=[CH:7][C:6]([NH:9][C:10](=[O:28])[C:11](=[C:17]2[NH:21][C:20]([CH3:22])=[C:19]([S:23]([NH:26][CH3:27])(=[O:25])=[O:24])[S:18]2)C(OCC)=O)=[CH:5][CH:4]=1. (4) Given the product [CH2:2]=[C:20]1[CH2:21][N:16]([S:6]([C:9]2[CH:15]=[CH:14][C:12]([CH3:13])=[CH:11][CH:10]=2)(=[O:8])=[O:7])[CH2:17][C:18]2[CH:25]=[CH:24][S:23][C:19]1=2, predict the reactants needed to synthesize it. The reactants are: [Li][CH2:2]CCC.[S:6]([N:16]1[CH2:21][C:20](=O)[C:19]2[S:23][CH:24]=[CH:25][C:18]=2[CH2:17]1)([C:9]1[CH:15]=[CH:14][C:12]([CH3:13])=[CH:11][CH:10]=1)(=[O:8])=[O:7]. (5) Given the product [C:31]1([O:34][CH3:35])[CH:32]=[CH:33][CH:28]=[CH:29][CH:30]=1.[CH2:1]([S:3]([C:6]1[CH:7]=[C:8]2[CH:14]=[C:13]([CH2:15][C@@:16]([OH:45])([C:41]([F:42])([F:43])[F:44])[CH2:17][C:18]([C:21]3[CH:39]=[CH:38][C:37]([F:40])=[CH:36][C:22]=3[C:23]([NH2:25])=[O:24])([CH3:20])[CH3:19])[NH:12][C:9]2=[CH:10][N:11]=1)(=[O:5])=[O:4])[CH3:2], predict the reactants needed to synthesize it. The reactants are: [CH2:1]([S:3]([C:6]1[CH:7]=[C:8]2[CH:14]=[C:13]([CH2:15][C@@:16]([OH:45])([C:41]([F:44])([F:43])[F:42])[CH2:17][C:18]([C:21]3[CH:39]=[CH:38][C:37]([F:40])=[CH:36][C:22]=3[C:23]([NH:25][C@H]([C:28]3[CH:33]=[CH:32][C:31]([O:34][CH3:35])=[CH:30][CH:29]=3)C)=[O:24])([CH3:20])[CH3:19])[NH:12][C:9]2=[CH:10][N:11]=1)(=[O:5])=[O:4])[CH3:2].C1(OC)C=CC=CC=1.OP(O)(O)=O.CO. (6) The reactants are: [F:1][C:2]([F:14])([F:13])[C:3]1[CH:8]=[CH:7][CH:6]=[CH:5][C:4]=1[CH2:9][C:10]([OH:12])=O.[CH:15]1([CH2:18][CH2:19][NH:20][C:21]([C:23]2[N:24]=[N:25][C:26]([N:29]3[CH2:34][CH2:33][NH:32][CH2:31][CH2:30]3)=[CH:27][CH:28]=2)=[O:22])[CH2:17][CH2:16]1. Given the product [CH:15]1([CH2:18][CH2:19][NH:20][C:21]([C:23]2[N:24]=[N:25][C:26]([N:29]3[CH2:34][CH2:33][N:32]([C:10](=[O:12])[CH2:9][C:4]4[CH:5]=[CH:6][CH:7]=[CH:8][C:3]=4[C:2]([F:1])([F:14])[F:13])[CH2:31][CH2:30]3)=[CH:27][CH:28]=2)=[O:22])[CH2:17][CH2:16]1, predict the reactants needed to synthesize it.